This data is from hERG potassium channel inhibition data for cardiac toxicity prediction from Karim et al.. The task is: Regression/Classification. Given a drug SMILES string, predict its toxicity properties. Task type varies by dataset: regression for continuous values (e.g., LD50, hERG inhibition percentage) or binary classification for toxic/non-toxic outcomes (e.g., AMES mutagenicity, cardiotoxicity, hepatotoxicity). Dataset: herg_karim. The drug is Cc1ccc2c(-c3nnc(SCCCN4CCc5ccc6nc(C(F)(F)F)oc6c5CC4)n3C)cccc2n1. The result is 1 (blocker).